The task is: Predict which catalyst facilitates the given reaction.. This data is from Catalyst prediction with 721,799 reactions and 888 catalyst types from USPTO. Reactant: CO[C:3]([C:5]1[N:6]=[CH:7][C:8]2[C:13]([C:14]=1[OH:15])=[CH:12][CH:11]=[C:10]([O:16][C:17]1[CH:22]=[CH:21][CH:20]=[CH:19][CH:18]=1)[CH:9]=2)=[O:4].[CH3:23][O:24][C:25]([C:27]1([CH2:33][NH2:34])[CH2:32][CH2:31][O:30][CH2:29][CH2:28]1)=[O:26]. Product: [CH3:23][O:24][C:25]([C:27]1([CH2:33][NH:34][C:3]([C:5]2[N:6]=[CH:7][C:8]3[C:13]([C:14]=2[OH:15])=[CH:12][CH:11]=[C:10]([O:16][C:17]2[CH:18]=[CH:19][CH:20]=[CH:21][CH:22]=2)[CH:9]=3)=[O:4])[CH2:32][CH2:31][O:30][CH2:29][CH2:28]1)=[O:26]. The catalyst class is: 5.